Dataset: Forward reaction prediction with 1.9M reactions from USPTO patents (1976-2016). Task: Predict the product of the given reaction. (1) Given the reactants [Cl:1][C:2]1[C:10]2[C:5](=[CH:6][CH:7]=[CH:8][CH:9]=2)[NH:4][C:3]=1[C:11]([OH:13])=O.S(Cl)(Cl)=O.C[N:19](C)C=O.N, predict the reaction product. The product is: [Cl:1][C:2]1[C:10]2[C:5](=[CH:6][CH:7]=[CH:8][CH:9]=2)[NH:4][C:3]=1[C:11]([NH2:19])=[O:13]. (2) Given the reactants ClC1C=[C:4]([C:9]2[N:13]3[C:14]4[N:22]=[C:21]([O:23][CH3:24])[CH:20]=[CH:19][C:15]=4[N:16]=[C:17]([CH3:18])[C:12]3=[C:11]([CH3:25])[N:10]=2)C=C(Cl)C=1.[Cl:26][C:27]1[S:31]C(B(O)O)=[CH:29][CH:28]=1.C([O-])([O-])=O.[K+].[K+], predict the reaction product. The product is: [Cl:26][C:27]1[S:31][C:4]([C:9]2[N:13]3[C:14]4[N:22]=[C:21]([O:23][CH3:24])[CH:20]=[CH:19][C:15]=4[N:16]=[C:17]([CH3:18])[C:12]3=[C:11]([CH3:25])[N:10]=2)=[CH:29][CH:28]=1. (3) Given the reactants F[C:2]1[CH:3]=[C:4]([NH:8][C:9](=[O:14])[C:10]([CH3:13])([CH3:12])[CH3:11])[CH:5]=[CH:6][CH:7]=1.[Li]CCCC.CON(C)[C:23]([C@@H:25]1[CH2:30][CH2:29][CH2:28][N:27]([C:31]([O:33][C:34]([CH3:37])([CH3:36])[CH3:35])=[O:32])[CH2:26]1)=[O:24].Cl, predict the reaction product. The product is: [C:10]([C:9]1[O:14][C:5]2[C:6]([C:23]([C@@H:25]3[CH2:30][CH2:29][CH2:28][N:27]([C:31]([O:33][C:34]([CH3:37])([CH3:36])[CH3:35])=[O:32])[CH2:26]3)=[O:24])=[CH:7][CH:2]=[CH:3][C:4]=2[N:8]=1)([CH3:13])([CH3:12])[CH3:11]. (4) Given the reactants [CH3:1][C:2]1[O:6][N:5]=[C:4]([C:7]2[CH:12]=[CH:11][CH:10]=[CH:9][CH:8]=2)[C:3]=1[C:13]1[N:14]=[C:15]2[CH:20]=[CH:19][C:18]([NH2:21])=[CH:17][N:16]2[CH:22]=1.[CH:23]1([C:27](O)=[O:28])[CH2:26][CH2:25][CH2:24]1, predict the reaction product. The product is: [CH3:1][C:2]1[O:6][N:5]=[C:4]([C:7]2[CH:8]=[CH:9][CH:10]=[CH:11][CH:12]=2)[C:3]=1[C:13]1[N:14]=[C:15]2[CH:20]=[CH:19][C:18]([NH:21][C:27]([CH:23]3[CH2:26][CH2:25][CH2:24]3)=[O:28])=[CH:17][N:16]2[CH:22]=1. (5) Given the reactants Br[CH2:2][C:3]1[S:11][C:10]2[C:9]([N:12]3[CH2:17][CH2:16][O:15][CH2:14][CH2:13]3)=[N:8][C:7]([Cl:18])=[N:6][C:5]=2[CH:4]=1.[O:19]1[C:23]2([CH2:28][CH2:27][NH:26][CH2:25][CH2:24]2)[O:22][CH2:21][CH2:20]1.C(=O)([O-])[O-].[Cs+].[Cs+], predict the reaction product. The product is: [Cl:18][C:7]1[N:8]=[C:9]([N:12]2[CH2:17][CH2:16][O:15][CH2:14][CH2:13]2)[C:10]2[S:11][C:3]([CH2:2][N:26]3[CH2:27][CH2:28][C:23]4([O:22][CH2:21][CH2:20][O:19]4)[CH2:24][CH2:25]3)=[CH:4][C:5]=2[N:6]=1. (6) Given the reactants [C:1]([C:5]1[CH:12]=[CH:11][C:8]([CH:9]=O)=[CH:7][CH:6]=1)([CH3:4])([CH3:3])[CH3:2].Cl.[Cl:14][C:15]1[CH:16]=[C:17]([CH2:22][CH2:23][NH2:24])[CH:18]=[CH:19][C:20]=1[F:21].C(=O)([O-])[O-].[K+].[K+].[BH4-].[Na+].Cl, predict the reaction product. The product is: [C:1]([C:5]1[CH:12]=[CH:11][C:8]([CH2:9][NH:24][CH2:23][CH2:22][C:17]2[CH:18]=[CH:19][C:20]([F:21])=[C:15]([Cl:14])[CH:16]=2)=[CH:7][CH:6]=1)([CH3:4])([CH3:3])[CH3:2]. (7) Given the reactants [CH3:1]/[C:2](=[CH:9]\[C:10]1[CH:15]=[CH:14][CH:13]=[CH:12][CH:11]=1)/[CH2:3][CH2:4][C:5](OC)=[O:6].[H-].[Al+3].[Li+].[H-].[H-].[H-], predict the reaction product. The product is: [CH3:1]/[C:2](=[CH:9]\[C:10]1[CH:15]=[CH:14][CH:13]=[CH:12][CH:11]=1)/[CH2:3][CH2:4][CH2:5][OH:6].